Task: Regression. Given a peptide amino acid sequence and an MHC pseudo amino acid sequence, predict their binding affinity value. This is MHC class I binding data.. Dataset: Peptide-MHC class I binding affinity with 185,985 pairs from IEDB/IMGT (1) The peptide sequence is ALIVAIWDK. The MHC is HLA-A02:02 with pseudo-sequence HLA-A02:02. The binding affinity (normalized) is 0.132. (2) The binding affinity (normalized) is 0. The MHC is Mamu-B17 with pseudo-sequence Mamu-B17. The peptide sequence is KLNSWDVF.